Dataset: Catalyst prediction with 721,799 reactions and 888 catalyst types from USPTO. Task: Predict which catalyst facilitates the given reaction. (1) Reactant: C(O[C:4](=[O:36])[CH2:5][CH:6]([C:28]1[CH:33]=[C:32]([F:34])[CH:31]=[C:30]([F:35])[CH:29]=1)[CH:7]([C:26]#[N:27])[C:8]1[CH:13]=[CH:12][C:11]([C:14]2[CH:19]=[CH:18][CH:17]=[CH:16][C:15]=2[CH2:20][CH2:21][CH2:22][O:23]C)=[CH:10][C:9]=1[CH3:25])C.[OH2:37].[CH3:38][C:39](O)=[O:40]. Product: [C:39]([O:23][CH2:22][CH2:21][CH2:20][C:15]1[CH:16]=[CH:17][CH:18]=[CH:19][C:14]=1[C:11]1[CH:12]=[CH:13][C:8]([C@H:7]2[C@H:6]([C:28]3[CH:29]=[C:30]([F:35])[CH:31]=[C:32]([F:34])[CH:33]=3)[CH2:5][C:4](=[O:36])[NH:27][C:26]2=[O:37])=[C:9]([CH3:25])[CH:10]=1)(=[O:40])[CH3:38]. The catalyst class is: 82. (2) Reactant: [Cl:1][C:2]1[CH:7]=[CH:6][N:5]=[C:4]2[CH:8]=[C:9]([C:11]3[N:15]([CH3:16])[C:14]([C:17](O)([CH3:19])[CH3:18])=[N:13][CH:12]=3)[S:10][C:3]=12.S(Cl)(Cl)=O. Product: [Cl:1][C:2]1[CH:7]=[CH:6][N:5]=[C:4]2[CH:8]=[C:9]([C:11]3[N:15]([CH3:16])[C:14]([C:17]([CH3:19])=[CH2:18])=[N:13][CH:12]=3)[S:10][C:3]=12. The catalyst class is: 11. (3) Reactant: [Br-].[O:2]1[CH2:6][CH2:5][O:4][CH:3]1[CH2:7][CH2:8]C1C=CC=CC=1[P+](C1C=CC=CC=1)(C1C=CC=CC=1)C1C=CC=CC=1.[H-].[Na+].[CH:36]([C:39]1[C:43]([CH:44]=O)=[CH:42][N:41]([C:46]2[CH:51]=[CH:50][C:49]([C:52]([F:55])([F:54])[F:53])=[CH:48][N:47]=2)[N:40]=1)([CH3:38])[CH3:37].Cl. Product: [O:2]1[CH2:6][CH2:5][O:4][CH:3]1[CH2:7][CH2:8][CH2:44][C:43]1[C:39]([CH:36]([CH3:38])[CH3:37])=[N:40][N:41]([C:46]2[CH:51]=[CH:50][C:49]([C:52]([F:55])([F:54])[F:53])=[CH:48][N:47]=2)[CH:42]=1. The catalyst class is: 9. (4) Reactant: Br.[Cl:2][C:3]1[C:12]([OH:13])=[C:11]([OH:14])[C:10]([Cl:15])=[C:9]2[C:4]=1[CH2:5][CH2:6][NH:7][CH2:8]2.[CH3:16][C:17]1[C:22](/[CH:23]=[CH:24]/[C:25](O)=[O:26])=[CH:21][CH:20]=[C:19]([C:28]([F:31])([F:30])[F:29])[N:18]=1.CCN=C=NCCCN(C)C.Cl.C1C=CC2N(O)N=NC=2C=1.C([O-])([O-])=O.[Cs+].[Cs+]. Product: [Cl:2][C:3]1[C:12]([OH:13])=[C:11]([OH:14])[C:10]([Cl:15])=[C:9]2[C:4]=1[CH2:5][CH2:6][N:7]([C:25](=[O:26])/[CH:24]=[CH:23]/[C:22]1[C:17]([CH3:16])=[N:18][C:19]([C:28]([F:29])([F:30])[F:31])=[CH:20][CH:21]=1)[CH2:8]2. The catalyst class is: 792.